From a dataset of Forward reaction prediction with 1.9M reactions from USPTO patents (1976-2016). Predict the product of the given reaction. (1) Given the reactants [C:1]1([C:7]([C:15]2[CH:20]=[CH:19][CH:18]=[CH:17][CH:16]=2)([CH:9]2[CH2:14][CH2:13][NH:12][CH2:11][CH2:10]2)[OH:8])[CH:6]=[CH:5][CH:4]=[CH:3][CH:2]=1.[Br:21][C:22]1[CH:27]=[CH:26][C:25]([CH2:28][CH2:29]Br)=[CH:24][CH:23]=1.C(#N)C, predict the reaction product. The product is: [Br:21][C:22]1[CH:27]=[CH:26][C:25]([CH2:28][CH2:29][N:12]2[CH2:13][CH2:14][CH:9]([C:7]([C:15]3[CH:20]=[CH:19][CH:18]=[CH:17][CH:16]=3)([C:1]3[CH:2]=[CH:3][CH:4]=[CH:5][CH:6]=3)[OH:8])[CH2:10][CH2:11]2)=[CH:24][CH:23]=1. (2) Given the reactants [C:1]([O:5][C@@H:6]([C:12]1[C:21]([CH3:22])=[C:20]([F:23])[C:19]2[C:14](=[CH:15][CH:16]=[C:17](Cl)[CH:18]=2)[C:13]=1[OH:25])[C:7]([O:9][CH2:10][CH3:11])=[O:8])([CH3:4])([CH3:3])[CH3:2].C(=O)(O)[O-].[Na+].[CH3:31][N:32](C=O)C, predict the reaction product. The product is: [C:1]([O:5][C@@H:6]([C:12]1[C:21]([CH3:22])=[C:20]([F:23])[C:19]2[C:14](=[CH:15][CH:16]=[C:17]([C:31]#[N:32])[CH:18]=2)[C:13]=1[OH:25])[C:7]([O:9][CH2:10][CH3:11])=[O:8])([CH3:4])([CH3:3])[CH3:2]. (3) The product is: [N+:1]([C:4]1[CH:5]=[CH:6][C:7]([N:10]2[CH2:15][CH2:14][N:13]([C:17]3[CH:18]=[CH:19][C:20]4[N:21]([C:23]([C:26]([F:27])([F:29])[F:28])=[N:24][N:25]=4)[N:22]=3)[CH2:12][CH2:11]2)=[CH:8][CH:9]=1)([O-:3])=[O:2]. Given the reactants [N+:1]([C:4]1[CH:9]=[CH:8][C:7]([N:10]2[CH2:15][CH2:14][NH:13][CH2:12][CH2:11]2)=[CH:6][CH:5]=1)([O-:3])=[O:2].Cl[C:17]1[CH:18]=[CH:19][C:20]2[N:21]([C:23]([C:26]([F:29])([F:28])[F:27])=[N:24][N:25]=2)[N:22]=1, predict the reaction product. (4) Given the reactants [Cl:1][C:2]1[CH:8]=[C:7]([O:9][C:10]2[C:19]3[C:14](=[CH:15][C:16]([O:22][CH3:23])=[C:17]([O:20][CH3:21])[CH:18]=3)[N:13]=[CH:12][N:11]=2)[CH:6]=[CH:5][C:3]=1[NH2:4].C(N(CC)CC)C.ClC(Cl)(O[C:35](=[O:41])OC(Cl)(Cl)Cl)Cl.[CH:43]([N:46]([CH:50]([CH3:52])[CH3:51])[CH2:47][CH2:48][NH2:49])([CH3:45])[CH3:44], predict the reaction product. The product is: [Cl:1][C:2]1[CH:8]=[C:7]([O:9][C:10]2[C:19]3[C:14](=[CH:15][C:16]([O:22][CH3:23])=[C:17]([O:20][CH3:21])[CH:18]=3)[N:13]=[CH:12][N:11]=2)[CH:6]=[CH:5][C:3]=1[NH:4][C:35]([NH:49][CH2:48][CH2:47][N:46]([CH:50]([CH3:52])[CH3:51])[CH:43]([CH3:45])[CH3:44])=[O:41]. (5) Given the reactants Br[C:2]1[C:11]2[C:6](=[CH:7][CH:8]=[CH:9][CH:10]=2)[C:5]([Br:12])=[CH:4][CH:3]=1.[Li]CCCC.[CH3:18][C:19]([CH3:21])=[O:20], predict the reaction product. The product is: [Br:12][C:5]1[C:6]2[C:11](=[CH:10][CH:9]=[CH:8][CH:7]=2)[C:2]([C:19]([OH:20])([CH3:21])[CH3:18])=[CH:3][CH:4]=1. (6) Given the reactants CS(O)(=O)=O.[NH2:6][CH2:7][C:8]1[CH:9]=[C:10]2[C:14](=[CH:15][CH:16]=1)[C:13](=[O:17])[N:12]([CH:18]1[CH2:23][CH2:22][C:21](=[O:24])[NH:20][C:19]1=[O:25])[CH2:11]2.[C:26]1([N:32]=[C:33]=[O:34])[CH:31]=[CH:30][CH:29]=[CH:28][CH:27]=1.C(N(CC)CC)C.Cl, predict the reaction product. The product is: [O:25]=[C:19]1[CH:18]([N:12]2[CH2:11][C:10]3[C:14](=[CH:15][CH:16]=[C:8]([CH2:7][NH:6][C:33]([NH:32][C:26]4[CH:31]=[CH:30][CH:29]=[CH:28][CH:27]=4)=[O:34])[CH:9]=3)[C:13]2=[O:17])[CH2:23][CH2:22][C:21](=[O:24])[NH:20]1.